This data is from Catalyst prediction with 721,799 reactions and 888 catalyst types from USPTO. The task is: Predict which catalyst facilitates the given reaction. (1) Reactant: [NH2:1][C:2]1[CH:7]=[C:6]([Cl:8])[C:5]([OH:9])=[C:4]([Cl:10])[CH:3]=1.[C:11](O[C:11]([O:13][C:14]([CH3:17])([CH3:16])[CH3:15])=[O:12])([O:13][C:14]([CH3:17])([CH3:16])[CH3:15])=[O:12]. Product: [Cl:8][C:6]1[CH:7]=[C:2]([NH:1][C:11](=[O:12])[O:13][C:14]([CH3:17])([CH3:16])[CH3:15])[CH:3]=[C:4]([Cl:10])[C:5]=1[OH:9]. The catalyst class is: 12. (2) Reactant: [CH2:1]([O:3][C:4](=[O:34])[CH:5]([C:10]1[CH:11]=[C:12]([C:24]2[CH:29]=[CH:28][C:27]([C:30]([F:33])([F:32])[F:31])=[CH:26][CH:25]=2)[CH:13]=[C:14](OS(C(F)(F)F)(=O)=O)[CH:15]=1)[CH2:6][CH:7]([CH3:9])[CH3:8])[CH3:2].C(P(C(C)(C)C)C1C=CC2C(=CC=CC=2)C=1C1C2C(=CC=CC=2)C=CC=1)(C)(C)C.[CH3:64][C:65]1[CH:77]=[CH:76][CH:75]=[CH:74][C:66]=1[CH2:67][CH:68]1[CH2:73][CH2:72][CH2:71][CH2:70][NH:69]1.CC([O-])(C)C.[Na+]. Product: [CH2:1]([O:3][C:4](=[O:34])[CH:5]([C:10]1[CH:11]=[C:12]([C:24]2[CH:25]=[CH:26][C:27]([C:30]([F:32])([F:33])[F:31])=[CH:28][CH:29]=2)[CH:13]=[C:14]([N:69]2[CH2:70][CH2:71][CH2:72][CH2:73][CH:68]2[CH2:67][C:66]2[CH:74]=[CH:75][CH:76]=[CH:77][C:65]=2[CH3:64])[CH:15]=1)[CH2:6][CH:7]([CH3:9])[CH3:8])[CH3:2]. The catalyst class is: 222. (3) Product: [Cl:1][C:2]1[N:11]=[C:10]([NH:14][C:15]2[CH:20]=[CH:19][C:18]([N:21]3[CH2:26][CH2:25][N:24]([C:27]([O:29][C:30]([CH3:33])([CH3:32])[CH3:31])=[O:28])[CH2:23][CH2:22]3)=[CH:17][CH:16]=2)[C:9]2[C:8](=[O:13])[NH:7][CH:6]=[CH:5][C:4]=2[CH:3]=1. The catalyst class is: 12. Reactant: [Cl:1][C:2]1[CH:3]=[C:4]2[C:9](=[C:10](Cl)[N:11]=1)[C:8](=[O:13])[NH:7][CH:6]=[CH:5]2.[NH2:14][C:15]1[CH:20]=[CH:19][C:18]([N:21]2[CH2:26][CH2:25][N:24]([C:27]([O:29][C:30]([CH3:33])([CH3:32])[CH3:31])=[O:28])[CH2:23][CH2:22]2)=[CH:17][CH:16]=1.C(N(C(C)C)C(C)C)C. (4) Reactant: [CH3:1][O:2][C:3]1[CH:18]=[CH:17][C:6]([CH2:7][N:8]2[CH2:14][CH:13]3[C:15](=[O:16])[CH:10]([CH2:11][CH2:12]3)[CH2:9]2)=[CH:5][CH:4]=1.[CH3:19][O:20][C:21]1[CH:22]=[C:23]([Mg]Br)[CH:24]=[CH:25][CH:26]=1. Product: [CH3:1][O:2][C:3]1[CH:4]=[CH:5][C:6]([CH2:7][N:8]2[CH2:9][CH:10]3[C:15]([C:25]4[CH:24]=[CH:23][CH:22]=[C:21]([O:20][CH3:19])[CH:26]=4)([OH:16])[CH:13]([CH2:12][CH2:11]3)[CH2:14]2)=[CH:17][CH:18]=1. The catalyst class is: 1. (5) Reactant: C(OC([N:6]1[C:33]2[C:28](=[CH:29][CH:30]=[C:31]([Cl:34])[CH:32]=2)[C@:8]2([C@@H:13]([CH:14]3[CH2:19][CH2:18][CH2:17][CH2:16][CH2:15]3)[CH2:12][C:11](=[O:20])[NH:10][C@H:9]2[C:21]2[CH:26]=[CH:25][CH:24]=[C:23]([Cl:27])[CH:22]=2)[C:7]1=[O:35])=O)C.[OH-].[Na+]. Product: [Cl:34][C:31]1[CH:32]=[C:33]2[NH:6][C:7](=[O:35])[C:8]3([CH:13]([CH:14]4[CH2:19][CH2:18][CH2:17][CH2:16][CH2:15]4)[CH2:12][C:11](=[O:20])[NH:10][CH:9]3[C:21]3[CH:26]=[CH:25][CH:24]=[C:23]([Cl:27])[CH:22]=3)[C:28]2=[CH:29][CH:30]=1. The catalyst class is: 5. (6) Reactant: C([O:3][C:4](=[O:21])[CH2:5][O:6][C:7]1[C:8]([Cl:20])=[N:9][C:10]([Cl:19])=[N:11][C:12]=1[N:13]1[CH2:18][CH2:17][O:16][CH2:15][CH2:14]1)C.[Li+].[OH-]. Product: [Cl:19][C:10]1[N:9]=[C:8]([Cl:20])[C:7]([O:6][CH2:5][C:4]([OH:21])=[O:3])=[C:12]([N:13]2[CH2:14][CH2:15][O:16][CH2:17][CH2:18]2)[N:11]=1. The catalyst class is: 20.